From a dataset of Forward reaction prediction with 1.9M reactions from USPTO patents (1976-2016). Predict the product of the given reaction. (1) Given the reactants F[C:2]1[N:7]2[CH:8]=[C:9]([CH2:11][N:12]([C@H:23]([C:25]3[CH:30]=[CH:29][C:28]([O:31][CH3:32])=[CH:27][CH:26]=3)[CH3:24])[C@@H:13]3[C:22]4[N:21]=[CH:20][CH:19]=[CH:18][C:17]=4[CH2:16][CH2:15][CH2:14]3)[N:10]=[C:6]2[CH:5]=[CH:4][CH:3]=1.[CH3:33][N:34]([CH3:41])[CH:35]1[CH2:40][CH2:39][NH:38][CH2:37][CH2:36]1, predict the reaction product. The product is: [CH3:33][N:34]([CH3:41])[CH:35]1[CH2:40][CH2:39][N:38]([C:2]2[N:7]3[CH:8]=[C:9]([CH2:11][N:12]([C@H:23]([C:25]4[CH:30]=[CH:29][C:28]([O:31][CH3:32])=[CH:27][CH:26]=4)[CH3:24])[C@@H:13]4[C:22]5[N:21]=[CH:20][CH:19]=[CH:18][C:17]=5[CH2:16][CH2:15][CH2:14]4)[N:10]=[C:6]3[CH:5]=[CH:4][CH:3]=2)[CH2:37][CH2:36]1. (2) Given the reactants [F:1][C:2]1[CH:7]=[CH:6][CH:5]=[C:4]([F:8])[C:3]=1[C:9]1[C:18]2[CH:17]=[C:16]([C:19]#[N:20])[CH:15]=[CH:14][C:13]=2[C:12]2[N:21](COCC[Si](C)(C)C)[N:22]=[C:23]([NH:24][CH:25]3[CH2:30][CH2:29][N:28]([S:31]([CH:34]4[CH2:36][CH2:35]4)(=[O:33])=[O:32])[CH2:27][CH2:26]3)[C:11]=2[N:10]=1.C(O)(C(F)(F)F)=O, predict the reaction product. The product is: [F:8][C:4]1[CH:5]=[CH:6][CH:7]=[C:2]([F:1])[C:3]=1[C:9]1[C:18]2[CH:17]=[C:16]([C:19]#[N:20])[CH:15]=[CH:14][C:13]=2[C:12]2[NH:21][N:22]=[C:23]([NH:24][CH:25]3[CH2:30][CH2:29][N:28]([S:31]([CH:34]4[CH2:35][CH2:36]4)(=[O:32])=[O:33])[CH2:27][CH2:26]3)[C:11]=2[N:10]=1. (3) Given the reactants [Cl:1][C:2]1[CH:16]=[CH:15][C:5]([C:6]([C:8]2[CH:13]=[CH:12][C:11]([Cl:14])=[CH:10][CH:9]=2)=[O:7])=[CH:4][CH:3]=1.C[Si]([C:21]#[N:22])(C)C, predict the reaction product. The product is: [NH2:22][CH2:21][C:6]([C:8]1[CH:13]=[CH:12][C:11]([Cl:14])=[CH:10][CH:9]=1)([C:5]1[CH:15]=[CH:16][C:2]([Cl:1])=[CH:3][CH:4]=1)[OH:7]. (4) Given the reactants [NH:1]1[CH2:6][CH2:5][NH:4][CH2:3][CH2:2]1.O.Cl.Cl.N1CCNCC1.[F:16][C:17]1[CH:24]=[CH:23][C:20]([CH2:21][Cl:22])=[CH:19][CH:18]=1, predict the reaction product. The product is: [Cl-:22].[F:16][C:17]1[CH:24]=[CH:23][C:20]([CH2:21][N:1]2[CH2:6][CH2:5][NH2+:4][CH2:3][CH2:2]2)=[CH:19][CH:18]=1.